Predict which catalyst facilitates the given reaction. From a dataset of Catalyst prediction with 721,799 reactions and 888 catalyst types from USPTO. (1) Reactant: [Cl:1][C:2]1[C:7]([C:8]2[CH:13]=[CH:12][CH:11]=[C:10]([F:14])[CH:9]=2)=[N:6][N:5]=[C:4]2[NH:15][N:16]=[C:17]([C:18]3[CH:23]=[CH:22][CH:21]=[CH:20][CH:19]=3)[C:3]=12.O[CH2:25][C:26]([N:28]1[CH2:32][CH2:31][CH2:30][CH2:29]1)=[O:27].N(C(OCC)=O)=NC(OCC)=O.C1(P(C2C=CC=CC=2)C2C=CC=CC=2)C=CC=CC=1. Product: [Cl:1][C:2]1[C:7]([C:8]2[CH:13]=[CH:12][CH:11]=[C:10]([F:14])[CH:9]=2)=[N:6][N:5]=[C:4]2[N:15]([CH2:25][C:26]([N:28]3[CH2:32][CH2:31][CH2:30][CH2:29]3)=[O:27])[N:16]=[C:17]([C:18]3[CH:19]=[CH:20][CH:21]=[CH:22][CH:23]=3)[C:3]=12. The catalyst class is: 12. (2) Reactant: [Br:1][C:2]1[CH:7]=[CH:6][CH:5]=[C:4]([Br:8])[C:3]=1[CH2:9]Br.[C:11]([O-:14])(=[O:13])[CH3:12].[K+]. Product: [Br:8][C:4]1[CH:5]=[CH:6][CH:7]=[C:2]([Br:1])[C:3]=1[CH2:9][O:14][C:11](=[O:13])[CH3:12]. The catalyst class is: 9. (3) Reactant: [C:1]([O-:4])(=[O:3])[CH3:2].[Cu+2:5].[C:6]([O-:9])(=[O:8])[CH3:7].[Cu]. Product: [OH2:3].[C:6]([O-:9])(=[O:8])[CH3:7].[Cu+2:5].[C:1]([O-:4])(=[O:3])[CH3:2]. The catalyst class is: 6. (4) Reactant: [F:1][C:2]1[CH:7]=[CH:6][C:5]([N:8]2[CH:12]=[C:11]([CH3:13])[N:10]=[N:9]2)=[CH:4][CH:3]=1.[Li]CCCC.CN([CH:22]=[O:23])C.[Cl-].[NH4+]. Product: [F:1][C:2]1[CH:3]=[CH:4][C:5]([N:8]2[C:12]([CH:22]=[O:23])=[C:11]([CH3:13])[N:10]=[N:9]2)=[CH:6][CH:7]=1. The catalyst class is: 1. (5) Reactant: Cl[C:2]1[C:7]([C:8]([O:10][CH3:11])=[O:9])=[CH:6][N:5]=[C:4]([Cl:12])[CH:3]=1.[O-:13][CH2:14]C.[Na+]. Product: [Cl:12][C:4]1[CH:3]=[C:2]([O:13][CH3:14])[C:7]([C:8]([O:10][CH3:11])=[O:9])=[CH:6][N:5]=1. The catalyst class is: 1. (6) Reactant: [CH:1]([O:4][CH2:5][CH:6]1[C:27]2[C:22](=[CH:23][CH:24]=[CH:25][CH:26]=2)[O:21][C:8]2([CH2:13][CH2:12][N:11](C(OC(C)(C)C)=O)[CH2:10][CH2:9]2)[CH2:7]1)([CH3:3])[CH3:2].[Cl:28]CCl.Cl. Product: [ClH:28].[CH:1]([O:4][CH2:5][CH:6]1[C:27]2[C:22](=[CH:23][CH:24]=[CH:25][CH:26]=2)[O:21][C:8]2([CH2:13][CH2:12][NH:11][CH2:10][CH2:9]2)[CH2:7]1)([CH3:3])[CH3:2]. The catalyst class is: 12.